From a dataset of Full USPTO retrosynthesis dataset with 1.9M reactions from patents (1976-2016). Predict the reactants needed to synthesize the given product. (1) Given the product [Cl:1][C:2]1[CH:7]=[CH:6][C:5]([S:8]([N:11]([CH2:29][C:28]2[CH:27]=[CH:26][C:25]([O:24][CH:23]([F:22])[F:33])=[CH:32][CH:31]=2)[C@@H:12]2[CH2:18][C:17]([F:19])([F:20])[CH2:16][CH2:15][NH:14][C:13]2=[O:21])(=[O:9])=[O:10])=[CH:4][CH:3]=1, predict the reactants needed to synthesize it. The reactants are: [Cl:1][C:2]1[CH:7]=[CH:6][C:5]([S:8]([NH:11][C@@H:12]2[CH2:18][C:17]([F:20])([F:19])[CH2:16][CH2:15][NH:14][C:13]2=[O:21])(=[O:10])=[O:9])=[CH:4][CH:3]=1.[F:22][CH:23]([F:33])[O:24][C:25]1[CH:32]=[CH:31][C:28]([CH2:29]Br)=[CH:27][CH:26]=1. (2) The reactants are: [CH3:1][O:2][C:3]1[CH:4]=[C:5]2[C:10](=[CH:11][C:12]=1[O:13][CH3:14])[NH:9][CH:8]=[C:7]([C:15]#[N:16])[C:6]2=O.P(Cl)(Cl)([Cl:20])=O. Given the product [Cl:20][C:6]1[C:5]2[C:10](=[CH:11][C:12]([O:13][CH3:14])=[C:3]([O:2][CH3:1])[CH:4]=2)[N:9]=[CH:8][C:7]=1[C:15]#[N:16], predict the reactants needed to synthesize it. (3) Given the product [CH3:25][NH:26][C:27](=[O:28])[C:29]1[CH:30]=[CH:31][CH:32]=[C:33]([O:24][C:21]2[CH:20]=[CH:19][C:18]([C@@H:8]3[C@@H:9]([OH:17])[C@@H:10]([OH:16])[C@H:11]([OH:12])[C@@H:6]([CH2:5][OH:4])[O:7]3)=[CH:23][CH:22]=2)[CH:34]=1, predict the reactants needed to synthesize it. The reactants are: C([O:4][CH2:5][C@@H:6]1[C@@H:11]([O:12]C(=O)C)[C@H:10]([OH:16])[C@H:9]([OH:17])[C@@H:8]([C:18]2[CH:23]=[CH:22][C:21]([OH:24])=[CH:20][CH:19]=2)[O:7]1)(=O)C.[CH3:25][NH:26][C:27]([C:29]1[CH:30]=[C:31](B(O)O)[CH:32]=[CH:33][CH:34]=1)=[O:28].